This data is from Forward reaction prediction with 1.9M reactions from USPTO patents (1976-2016). The task is: Predict the product of the given reaction. Given the reactants Br[C:2]1[CH:3]=[N:4][C:5]2[CH2:12][N:11]([C:13](=[O:15])[CH3:14])[C:10]3[CH:16]=[CH:17][CH:18]=[CH:19][C:9]=3[CH:8]=[CH:7][C:6]=2[CH:20]=1.[CH3:21][O:22][C:23]1[CH:28]=[CH:27][C:26](B2OC(C)(C)C(C)(C)O2)=[CH:25][N:24]=1.C(N1C2C=CC=CC=2C=CC2N=C(C3C=NC(OC)=CC=3)C(F)=CC=2C1)(=O)C, predict the reaction product. The product is: [C:13]([N:11]1[C:10]2[CH:16]=[CH:17][CH:18]=[CH:19][C:9]=2[CH:8]=[CH:7][C:6]2[CH:20]=[C:2]([C:26]3[CH:25]=[N:24][C:23]([O:22][CH3:21])=[CH:28][CH:27]=3)[CH:3]=[N:4][C:5]=2[CH2:12]1)(=[O:15])[CH3:14].